From a dataset of Full USPTO retrosynthesis dataset with 1.9M reactions from patents (1976-2016). Predict the reactants needed to synthesize the given product. (1) Given the product [C:25]1([C:19]2[CH:20]=[CH:21][CH:22]=[CH:23][CH:24]=2)[CH:26]=[CH:27][C:28]([C:29]([N:6]2[CH2:7][C@H:3]([OH:2])[CH2:4][C@H:5]2[CH2:8][C:9]([OH:11])=[O:10])=[O:30])=[CH:32][CH:33]=1, predict the reactants needed to synthesize it. The reactants are: Cl.[OH:2][C@H:3]1[CH2:7][NH:6][C@@H:5]([CH2:8][C:9]([OH:11])=[O:10])[CH2:4]1.C(N(CC)CC)C.[C:19]1([C:25]2[CH:33]=[CH:32][C:28]([C:29](Cl)=[O:30])=[CH:27][CH:26]=2)[CH:24]=[CH:23][CH:22]=[CH:21][CH:20]=1. (2) Given the product [ClH:1].[Cl:30][C:24]1[CH:25]=[C:26]([Cl:29])[CH:27]=[CH:28][C:23]=1[C:21]1[C:20](=[O:31])[N:19]([CH3:32])[C:13]2[N:14]([CH3:18])[C:15]3[C:11]([C:12]=2[CH:22]=1)=[CH:10][C:9]([C:5]1[CH:4]=[C:3]([CH2:2][NH:33][CH2:34][CH2:35][N:36]2[CH2:41][CH2:40][O:39][CH2:38][CH2:37]2)[N:7]([CH3:8])[N:6]=1)=[CH:17][CH:16]=3, predict the reactants needed to synthesize it. The reactants are: [Cl:1][CH2:2][C:3]1[N:7]([CH3:8])[N:6]=[C:5]([C:9]2[CH:10]=[C:11]3[C:15](=[CH:16][CH:17]=2)[N:14]([CH3:18])[C:13]2[N:19]([CH3:32])[C:20](=[O:31])[C:21]([C:23]4[CH:28]=[CH:27][C:26]([Cl:29])=[CH:25][C:24]=4[Cl:30])=[CH:22][C:12]3=2)[CH:4]=1.[NH2:33][CH2:34][CH2:35][N:36]1[CH2:41][CH2:40][O:39][CH2:38][CH2:37]1. (3) Given the product [CH2:28]([O:27][C:25](=[O:26])[NH:23][C:19]1[N:18]=[C:17]([C:15]2[CH:14]=[CH:13][C:10]3=[N:11][O:12][C:8]([C:4]4[CH:5]=[CH:6][CH:7]=[C:2]([Br:1])[CH:3]=4)=[C:9]3[CH:16]=2)[CH:22]=[CH:21][N:20]=1)[CH3:29], predict the reactants needed to synthesize it. The reactants are: [Br:1][C:2]1[CH:3]=[C:4]([C:8]2[O:12][N:11]=[C:10]3[CH:13]=[CH:14][C:15]([C:17]4[CH:22]=[CH:21][N:20]=[C:19]([NH2:23])[N:18]=4)=[CH:16][C:9]=23)[CH:5]=[CH:6][CH:7]=1.Cl[C:25]([O:27][CH2:28][CH3:29])=[O:26].C(N(C(C)C)CC)(C)C. (4) Given the product [Br:23][C:12]1[N:8]([C:6]([O:5][C:1]([CH3:4])([CH3:3])[CH3:2])=[O:7])[C:9]([C:13]2[S:14][C:15]([C:18]([O:20][CH2:21][CH3:22])=[O:19])=[CH:16][N:17]=2)=[CH:10][CH:11]=1, predict the reactants needed to synthesize it. The reactants are: [C:1]([O:5][C:6]([N:8]1[CH:12]=[CH:11][CH:10]=[C:9]1[C:13]1[S:14][C:15]([C:18]([O:20][CH2:21][CH3:22])=[O:19])=[CH:16][N:17]=1)=[O:7])([CH3:4])([CH3:3])[CH3:2].[Br:23]N1C(=O)CCC1=O.C(=O)([O-])O.[Na+]. (5) Given the product [CH3:1][C:2]([CH3:7])([CH3:6])[C:3]([NH:5][C:15]1[CH:20]=[CH:19][CH:18]=[C:17]([O:21][CH3:22])[N:16]=1)=[O:4], predict the reactants needed to synthesize it. The reactants are: [CH3:1][C:2]([CH3:7])([CH3:6])[C:3]([NH2:5])=[O:4].C([O-])([O-])=O.[Cs+].[Cs+].Cl[C:15]1[CH:20]=[CH:19][CH:18]=[C:17]([O:21][CH3:22])[N:16]=1. (6) Given the product [NH2:1][C:2]1[CH:3]=[CH:4][C:5]([CH:8]2[CH2:12][CH2:11][N:10]([C:13]([O:15][C:16]([CH3:19])([CH3:18])[CH3:17])=[O:14])[CH2:9]2)=[CH:6][C:7]=1[Cl:27], predict the reactants needed to synthesize it. The reactants are: [NH2:1][C:2]1[CH:7]=[CH:6][C:5]([CH:8]2[CH2:12][CH2:11][N:10]([C:13]([O:15][C:16]([CH3:19])([CH3:18])[CH3:17])=[O:14])[CH2:9]2)=[CH:4][CH:3]=1.C1C(=O)N([Cl:27])C(=O)C1.CCOC(C)=O. (7) Given the product [Br:1][CH2:2][CH2:3][CH2:4][O:5][Si:10]([C:6]([CH3:9])([CH3:8])[CH3:7])([C:17]1[CH:18]=[CH:19][CH:20]=[CH:21][CH:22]=1)[C:11]1[CH:16]=[CH:15][CH:14]=[CH:13][CH:12]=1, predict the reactants needed to synthesize it. The reactants are: [Br:1][CH2:2][CH2:3][CH2:4][OH:5].[C:6]([Si:10](Cl)([C:17]1[CH:22]=[CH:21][CH:20]=[CH:19][CH:18]=1)[C:11]1[CH:16]=[CH:15][CH:14]=[CH:13][CH:12]=1)([CH3:9])([CH3:8])[CH3:7].N1C=CN=C1. (8) The reactants are: [OH:1][C:2]1[CH:3]=[C:4]([CH:7]=[CH:8][C:9]=1[OH:10])[CH:5]=[O:6].[C:11]1([CH3:21])[CH:16]=[CH:15][C:14]([S:17](Cl)(=[O:19])=[O:18])=[CH:13][CH:12]=1. Given the product [CH:5]([C:4]1[CH:7]=[CH:8][C:9]([O:10][S:17]([C:14]2[CH:15]=[CH:16][C:11]([CH3:21])=[CH:12][CH:13]=2)(=[O:19])=[O:18])=[C:2]([O:1][S:17]([C:14]2[CH:15]=[CH:16][C:11]([CH3:21])=[CH:12][CH:13]=2)(=[O:19])=[O:18])[CH:3]=1)=[O:6], predict the reactants needed to synthesize it. (9) Given the product [F:12][C:11]1[C:2]([C:14]#[N:15])=[CH:3][C:4]2[C:9]([CH:10]=1)=[C:8]([OH:13])[CH:7]=[CH:6][CH:5]=2, predict the reactants needed to synthesize it. The reactants are: Br[C:2]1[CH:3]=[C:4]2[C:9](=[CH:10][C:11]=1[F:12])[C:8]([OH:13])=[CH:7][CH:6]=[CH:5]2.[CH3:14][N:15](C=O)C.